Task: Predict the product of the given reaction.. Dataset: Forward reaction prediction with 1.9M reactions from USPTO patents (1976-2016) (1) The product is: [C:20]([O:19][C:17](=[O:24])[NH:18][C:2]1[CH:11]=[CH:10][CH:9]=[C:8]2[C:3]=1[CH2:4][CH2:5][N:6]([CH2:13][CH:14]1[CH2:16][CH2:15]1)[C:7]2=[O:12])([CH3:23])([CH3:22])[CH3:21]. Given the reactants Br[C:2]1[CH:11]=[CH:10][CH:9]=[C:8]2[C:3]=1[CH2:4][CH2:5][N:6]([CH2:13][CH:14]1[CH2:16][CH2:15]1)[C:7]2=[O:12].[C:17](=[O:24])([O:19][C:20]([CH3:23])([CH3:22])[CH3:21])[NH2:18].CC(C1C=C(C(C)C)C(C2C=CC=CC=2P(C2CCCCC2)C2CCCCC2)=C(C(C)C)C=1)C.CC(C)([O-])C.[Na+], predict the reaction product. (2) The product is: [CH:1]1([N:7]2[C:8]3=[C:9]4[CH:19]=[CH:18][N:17]([CH2:20][O:21][CH2:22][CH2:23][Si:24]([CH3:26])([CH3:25])[CH3:27])[C:10]4=[N:11][CH:12]=[C:13]3[NH:42][C:48]2=[O:51])[CH2:6][CH2:5][CH2:4][CH2:3][CH2:2]1. Given the reactants [CH:1]1([NH:7][C:8]2[C:13](C(O)=O)=[CH:12][N:11]=[C:10]3[N:17]([CH2:20][O:21][CH2:22][CH2:23][Si:24]([CH3:27])([CH3:26])[CH3:25])[CH:18]=[CH:19][C:9]=23)[CH2:6][CH2:5][CH2:4][CH2:3][CH2:2]1.C1(P([N:42]=[N+]=[N-])(C2C=CC=CC=2)=O)C=CC=CC=1.C(Cl)Cl.[C:48]([O-:51])(O)=O.[Na+], predict the reaction product.